This data is from Forward reaction prediction with 1.9M reactions from USPTO patents (1976-2016). The task is: Predict the product of the given reaction. (1) Given the reactants [NH2:1][CH:2]([C:11]1[C:16]([O:17][CH3:18])=[CH:15][CH:14]=[CH:13][C:12]=1[O:19][CH3:20])[CH2:3][CH2:4][CH2:5][CH2:6][C:7]([O:9]C)=O.[C:21]1([C:29]2[CH:34]=[CH:33][CH:32]=[CH:31][CH:30]=2)[CH:26]=[CH:25][C:24]([CH:27]=O)=[CH:23][CH:22]=1, predict the reaction product. The product is: [C:21]1([C:29]2[CH:30]=[CH:31][CH:32]=[CH:33][CH:34]=2)[CH:22]=[CH:23][C:24]([CH2:27][N:1]2[CH:2]([C:11]3[C:16]([O:17][CH3:18])=[CH:15][CH:14]=[CH:13][C:12]=3[O:19][CH3:20])[CH2:3][CH2:4][CH2:5][CH2:6][C:7]2=[O:9])=[CH:25][CH:26]=1. (2) Given the reactants [CH2:1](Cl)[O:2][CH3:3].[I:5][C:6]1[CH:11]=[C:10]([Si:12]([CH3:15])([CH3:14])[CH3:13])[N:9]=[C:8]([O:16][CH3:17])[C:7]=1[CH2:18][OH:19].C(N(C(C)C)C(C)C)C, predict the reaction product. The product is: [I:5][C:6]1[CH:11]=[C:10]([Si:12]([CH3:14])([CH3:13])[CH3:15])[N:9]=[C:8]([O:16][CH3:17])[C:7]=1[CH2:18][O:19][CH2:1][O:2][CH3:3]. (3) Given the reactants [N:1]([C:4]1[CH:17]=[C:16]2[C:7]([O:8][C:9]3[C:10]([F:26])=[CH:11][C:12]([O:24][CH3:25])=[CH:13][C:14]=3[C@@:15]32[CH2:22][CH2:21][O:20][C:19]([NH2:23])=[N:18]3)=[CH:6][CH:5]=1)=[N+]=[N-].CP(C)C, predict the reaction product. The product is: [F:26][C:10]1[C:9]2[O:8][C:7]3[C:16](=[CH:17][C:4]([NH2:1])=[CH:5][CH:6]=3)[C@@:15]3([CH2:22][CH2:21][O:20][C:19]([NH2:23])=[N:18]3)[C:14]=2[CH:13]=[C:12]([O:24][CH3:25])[CH:11]=1.